This data is from CYP2C19 inhibition data for predicting drug metabolism from PubChem BioAssay. The task is: Regression/Classification. Given a drug SMILES string, predict its absorption, distribution, metabolism, or excretion properties. Task type varies by dataset: regression for continuous measurements (e.g., permeability, clearance, half-life) or binary classification for categorical outcomes (e.g., BBB penetration, CYP inhibition). Dataset: cyp2c19_veith. The compound is CN1CCN(c2ncnc3ccc(-c4cccnc4)cc23)CC1. The result is 0 (non-inhibitor).